From a dataset of Forward reaction prediction with 1.9M reactions from USPTO patents (1976-2016). Predict the product of the given reaction. The product is: [CH2:4]([N:1]1[CH:10]=[C:9]([C:8]([O:12][CH3:13])=[O:11])[N:3]=[N:2]1)[CH2:5][C:6]#[CH:7]. Given the reactants [N:1]([CH2:4][CH2:5][C:6]#[CH:7])=[N+:2]=[N-:3].[C:8]([O:12][CH3:13])(=[O:11])[C:9]#[CH:10].O=C1O[C@H]([C@H](CO)O)C([O-])=C1O.[Na+], predict the reaction product.